This data is from Full USPTO retrosynthesis dataset with 1.9M reactions from patents (1976-2016). The task is: Predict the reactants needed to synthesize the given product. (1) The reactants are: [C:1]([O:5][C:6]([N:8]1[CH2:16][C:15]2[C:10](=[CH:11][CH:12]=[CH:13][CH:14]=2)[C@H:9]1[C:17](O)=[O:18])=[O:7])([CH3:4])([CH3:3])[CH3:2].[F:20][C:21]1[CH:27]=[CH:26][CH:25]=[C:24]([F:28])[C:22]=1[NH2:23].O=P(Cl)(Cl)Cl. Given the product [C:1]([O:5][C:6]([N:8]1[CH2:16][C:15]2[C:10](=[CH:11][CH:12]=[CH:13][CH:14]=2)[C@H:9]1[C:17](=[O:18])[NH:23][C:22]1[C:21]([F:20])=[CH:27][CH:26]=[CH:25][C:24]=1[F:28])=[O:7])([CH3:4])([CH3:2])[CH3:3], predict the reactants needed to synthesize it. (2) Given the product [Cl:9][C:10]1[CH:15]=[CH:14][C:13]([CH3:16])=[CH:12][C:11]=1[O:1][C@@H:2]([CH2:7][CH3:8])[C:3]([O:5][CH3:6])=[O:4], predict the reactants needed to synthesize it. The reactants are: [OH:1][C@H:2]([CH2:7][CH3:8])[C:3]([O:5][CH3:6])=[O:4].[Cl:9][C:10]1[CH:15]=[CH:14][C:13]([CH3:16])=[CH:12][C:11]=1O.